From a dataset of Reaction yield outcomes from USPTO patents with 853,638 reactions. Predict the reaction yield, written as a fraction of the theoretical maximum amount of product (1.0 means a 100% yield; for example, 0.34 means a 34% yield). (1) The reactants are [Cl:1][C:2]1[CH:10]=[CH:9][C:5]([C:6](O)=O)=[C:4]([O:11][CH3:12])[CH:3]=1.[F:13][C:14]1[CH:15]=[C:16]([NH2:22])[C:17]([NH2:21])=[CH:18][C:19]=1[F:20]. No catalyst specified. The yield is 0.770. The product is [Cl:1][C:2]1[CH:10]=[CH:9][C:5]([C:6]2[NH:21][C:17]3[CH:18]=[C:19]([F:20])[C:14]([F:13])=[CH:15][C:16]=3[N:22]=2)=[C:4]([O:11][CH3:12])[CH:3]=1. (2) The reactants are Br[C:2]1[CH:3]=[C:4]2[C:9](=[CH:10][CH:11]=1)[N:8]=[CH:7][C:6]([C:12]([CH:14]1[CH2:16][CH2:15]1)=[O:13])=[C:5]2[NH:17][C@H:18]1[CH2:23][CH2:22][C@H:21]([NH:24][C:25](=[O:31])[O:26][C:27]([CH3:30])([CH3:29])[CH3:28])[CH2:20][CH2:19]1.[C:32]([C:34]1[S:38][C:37](B(O)O)=[CH:36][CH:35]=1)#[N:33]. No catalyst specified. The product is [C:32]([C:34]1[S:38][C:37]([C:2]2[CH:3]=[C:4]3[C:9](=[CH:10][CH:11]=2)[N:8]=[CH:7][C:6]([C:12]([CH:14]2[CH2:15][CH2:16]2)=[O:13])=[C:5]3[NH:17][C@H:18]2[CH2:23][CH2:22][C@H:21]([NH:24][C:25](=[O:31])[O:26][C:27]([CH3:29])([CH3:28])[CH3:30])[CH2:20][CH2:19]2)=[CH:36][CH:35]=1)#[N:33]. The yield is 0.470. (3) The reactants are [I:1][CH:2]1[CH2:7][CH2:6][NH:5][CH:4]([C:8]([OH:10])=[O:9])[CH2:3]1.[CH3:11]O. The catalyst is S(=O)(=O)(O)O. The product is [CH3:11][O:9][C:8](=[O:10])[CH:4]1[CH2:3][CH:2]([I:1])[CH2:7][CH2:6][NH:5]1. The yield is 0.860.